From a dataset of Peptide-MHC class I binding affinity with 185,985 pairs from IEDB/IMGT. Regression. Given a peptide amino acid sequence and an MHC pseudo amino acid sequence, predict their binding affinity value. This is MHC class I binding data. The peptide sequence is RRYQKSTEL. The MHC is Mamu-A20102 with pseudo-sequence Mamu-A20102. The binding affinity (normalized) is 0.187.